The task is: Binary Classification. Given a miRNA mature sequence and a target amino acid sequence, predict their likelihood of interaction.. This data is from Experimentally validated miRNA-target interactions with 360,000+ pairs, plus equal number of negative samples. (1) The miRNA is hsa-miR-6811-3p with sequence AGCCUGUGCUUGUCCCUGCAG. The protein sequence of the target gene is MGRAGAAAVIPGLALLWAVGLGSAAPSPPRLRLSFQELQAWHGLQTFSLERTCCYQALLVDEERGRLFVGAENHVASLNLDNISKRAKKLAWPAPVEWREECNWAGKDIGTECMNFVKLLHAYNRTHLLACGTGAFHPTCAFVEVGHRAEEPVLRLDPGRIEDGKGKSPYDPRHRAASVLVGEELYSGVAADLMGRDFTIFRSLGQRPSLRTEPHDSRWLNEPKFVKVFWIPESENPDDDKIYFFFRETAVEAAPALGRLSVSRVGQICRNDVGGQRSLVNKWTTFLKARLVCSVPGVEG.... Result: 0 (no interaction). (2) The miRNA is hsa-miR-3166 with sequence CGCAGACAAUGCCUACUGGCCUA. The protein sequence of the target gene is MTPSPLLLLLLPPLLLGAFPPAAAARGPPKMADKVVPRQVARLGRTVRLQCPVEGDPPPLTMWTKDGRTIHSGWSRFRVLPQGLKVKQVEREDAGVYVCKATNGFGSLSVNYTLVVLDDISPGKESLGPDSSSGGQEDPASQQWARPRFTQPSKMRRRVIARPVGSSVRLKCVASGHPRPDITWMKDDQALTRPEAAEPRKKKWTLSLKNLRPEDSGKYTCRVSNRAGAINATYKVDVIQRTRSKPVLTGTHPVNTTVDFGGTTSFQCKVRSDVKPVIQWLKRVEYGAEGRHNSTIDVGG.... Result: 0 (no interaction). (3) The miRNA is hsa-miR-301b-3p with sequence CAGUGCAAUGAUAUUGUCAAAGC. The protein sequence of the target gene is MMSEGKPPDKKRPRRSLSISKNKKKASNSIISCFNNAPPAKLACPVCSKMVPRYDLNRHLDEMCANNDFVQVDPGQVGLINSNVSMVDLTSVTLEDVTPKKSPPPKTNLTPGQSDSAKREVKQKISPYFKSNDVVCKNQDELRNRSVKVICLGSLASKLSRKYVKAKKSIDKDEEFAGSSPQSSKSTVVKSLIDNSSEIEDEDQILENSSQKENVFKCDSLKEECIPEHMVRGSKIMEAESQKATRECEKSALTPGFSDNAIMLFSPDFTLRNTLKSTSEDSLVKQECIKEVVEKREACH.... Result: 0 (no interaction). (4) The miRNA is hsa-miR-3194-3p with sequence AGCUCUGCUGCUCACUGGCAGU. The protein sequence of the target gene is MAWRRREASVGARGVLALALLALALCVPGARGRALEWFSAVVNIEYVDPQTNLTVWSVSESGRFGDSSPKEGAHGLVGVPWAPGGDLEGCAPDTRFFVPEPGGRGAAPWVALVARGGCTFKDKVLVAARRNASAVVLYNEERYGNITLPMSHAGTGNIVVIMISYPKGREILELVQKGIPVTMTIGVGTRHVQEFISGQSVVFVAIAFITMMIISLAWLIFYYIQRFLYTGSQIGSQSHRKETKKVIGQLLLHTVKHGEKGIDVDAENCAVCIENFKVKDIIRILPCKHIFHRICIDPWL.... Result: 1 (interaction). (5) The miRNA is hsa-miR-455-5p with sequence UAUGUGCCUUUGGACUACAUCG. The protein sequence of the target gene is MAVDLLSAQEPVTFRDVAVFFSQDEWLHLDSAQRALYREVMLENYSSLVSLGIPFSMPKLIHQLQQGEDPCMVEREVPSDTRLGFKTWLETEALPHRQDIFIEETSQGMVKKESIKDGHWDINFEEAVEFESEIEEEQEKKPLRQMIDSHEKTISEDGNHTSLELGKSLFTNTALVTQQSVPIERIPNMYYTFGKDFKQNFDLMKCFQIYPGGKPHICNECGKSFKQNLHLIEHQRIHTGEKPYKCNECEKTFSHRSSLLSHQRIHTGEKPYKCNECEKAFSNSSTLIKHLRVHTGEKPY.... Result: 1 (interaction).